This data is from Full USPTO retrosynthesis dataset with 1.9M reactions from patents (1976-2016). The task is: Predict the reactants needed to synthesize the given product. (1) Given the product [CH3:1][S:2]([CH2:5][C:6]1[CH:11]=[C:10]([N:12]2[CH2:17][CH2:16][O:15][CH2:14][CH2:13]2)[N:9]=[C:8]([C:18]2[CH:24]=[CH:23][C:21]([NH:22][S:26]([CH3:25])(=[O:28])=[O:27])=[CH:20][CH:19]=2)[N:7]=1)(=[O:4])=[O:3], predict the reactants needed to synthesize it. The reactants are: [CH3:1][S:2]([CH2:5][C:6]1[CH:11]=[C:10]([N:12]2[CH2:17][CH2:16][O:15][CH2:14][CH2:13]2)[N:9]=[C:8]([C:18]2[CH:24]=[CH:23][C:21]([NH2:22])=[CH:20][CH:19]=2)[N:7]=1)(=[O:4])=[O:3].[CH3:25][S:26](Cl)(=[O:28])=[O:27].O. (2) Given the product [C:3]([C:6]1[CH:11]=[N:10][N:9]2[CH:12]=[C:13]([C:15]3[CH:16]=[CH:17][CH:18]=[CH:19][CH:20]=3)[CH:14]=[C:8]2[C:7]=1[NH:21][C@@H:22]([C:27]1[CH:32]=[CH:31][CH:30]=[CH:29][CH:28]=1)[C:23]([OH:25])=[O:24])(=[O:5])[NH2:4], predict the reactants needed to synthesize it. The reactants are: [OH-].[Na+].[C:3]([C:6]1[CH:11]=[N:10][N:9]2[CH:12]=[C:13]([C:15]3[CH:20]=[CH:19][CH:18]=[CH:17][CH:16]=3)[CH:14]=[C:8]2[C:7]=1[NH:21][C@@H:22]([C:27]1[CH:32]=[CH:31][CH:30]=[CH:29][CH:28]=1)[C:23]([O:25]C)=[O:24])(=[O:5])[NH2:4]. (3) Given the product [C:1]([OH:9])(=[O:8])[C:2]1[CH:7]=[CH:6][CH:5]=[CH:4][CH:3]=1.[C:10]([OH:18])(=[O:17])[C:11]1[CH:16]=[CH:15][CH:14]=[CH:13][CH:12]=1.[C:19]([OH:27])(=[O:26])[C:20]1[CH:25]=[CH:24][CH:23]=[CH:22][CH:21]=1.[OH:45][C@@H:44]1[C@H:43]([OH:46])[C@@H:42]([CH2:47][OH:48])[O:41][C@H:40]1[N:35]1[CH:34]=[CH:33][C:32]2[C:37](=[CH:38][C:29]([C:55]3[CH:56]=[N:57][CH:58]=[CH:59][CH:60]=3)=[CH:30][CH:31]=2)[C:36]1=[O:39], predict the reactants needed to synthesize it. The reactants are: [C:1]([OH:9])(=[O:8])[C:2]1[CH:7]=[CH:6][CH:5]=[CH:4][CH:3]=1.[C:10]([OH:18])(=[O:17])[C:11]1[CH:16]=[CH:15][CH:14]=[CH:13][CH:12]=1.[C:19]([OH:27])(=[O:26])[C:20]1[CH:25]=[CH:24][CH:23]=[CH:22][CH:21]=1.Br[C:29]1[CH:38]=[C:37]2[C:32]([CH:33]=[CH:34][N:35]([C@H:40]3[C@H:44]([OH:45])[C@H:43]([OH:46])[C@@H:42]([CH2:47][OH:48])[O:41]3)[C:36]2=[O:39])=[CH:31][CH:30]=1.B1([C:55]2[CH:60]=[CH:59][CH:58]=[N:57][CH:56]=2)OCCCO1.P([O-])([O-])([O-])=O.[K+].[K+].[K+]. (4) Given the product [CH3:13][N:9]1[C:8]2[CH:14]=[CH:15][C:5]([B:19]3[O:20][C:21]([CH3:23])([CH3:22])[C:17]([CH3:33])([CH3:16])[O:18]3)=[CH:6][C:7]=2[N:11]=[C:10]1[CH3:12], predict the reactants needed to synthesize it. The reactants are: ClCCl.Br[C:5]1[CH:15]=[CH:14][C:8]2[N:9]([CH3:13])[C:10]([CH3:12])=[N:11][C:7]=2[CH:6]=1.[CH3:16][C:17]1([CH3:33])[C:21]([CH3:23])([CH3:22])[O:20][B:19]([B:19]2[O:20][C:21]([CH3:23])([CH3:22])[C:17]([CH3:33])([CH3:16])[O:18]2)[O:18]1.C([O-])(=O)C.[K+]. (5) Given the product [C:1]([O:5][C:6]([N:8]([CH3:27])[CH:9]1[CH2:13][CH2:12][N:11]([C:14]([O:16][CH:17]2[CH:18]3[CH2:19][CH:20]4[CH2:21][CH:22]([CH2:23][CH:24]2[CH2:25]4)[CH2:26]3)=[O:15])[CH2:10]1)=[O:7])([CH3:4])([CH3:2])[CH3:3].[CH2:2]([O:5][C:6]([NH:8][C@@H:9]1[CH2:13][CH2:12][N:11]([C:14]([O:16][CH:17]2[CH:24]3[CH2:23][CH:22]4[CH2:21][CH:20]([CH2:19][CH:18]2[CH2:26]4)[CH2:25]3)=[O:15])[CH2:10]1)=[O:7])[CH:1]([CH3:4])[CH3:3], predict the reactants needed to synthesize it. The reactants are: [C:1]([O:5][C:6]([NH:8][C@@H:9]1[CH2:13][CH2:12][N:11]([C:14]([O:16][CH:17]2[CH:24]3[CH2:25][CH:20]4[CH2:21][CH:22]([CH2:26][CH:18]2[CH2:19]4)[CH2:23]3)=[O:15])[CH2:10]1)=[O:7])([CH3:4])([CH3:3])[CH3:2].[CH3:27]I.[H-].[Na+].Cl. (6) Given the product [CH3:25][N:26]([CH3:32])[CH2:27][CH2:28][N:29]([CH2:49][CH3:50])[C:30](=[O:33])[C:31]1[CH:22]=[CH:23][C:15]([C:10]2[NH:11][C:12](=[O:14])[N:13]=[C:8]([C:5]3[CH:6]=[CH:7][C:2]([OH:1])=[C:3]([CH3:24])[CH:4]=3)[CH:9]=2)=[CH:16][CH:17]=1, predict the reactants needed to synthesize it. The reactants are: [OH:1][C:2]1[CH:7]=[CH:6][C:5]([C:8]2[CH:9]=[C:10]([C:15]3[CH:23]=[CH:22]C(C(O)=O)=[CH:17][CH:16]=3)[NH:11][C:12](=[O:14])[N:13]=2)=[CH:4][C:3]=1[CH3:24].[CH3:25][N:26]([CH3:32])[CH2:27][CH2:28][NH:29][CH2:30][CH3:31].[OH:33]N1C2C=CC=CC=2N=N1.CCN=C=NC[CH2:49][CH2:50][N+](C)(C)C.[I-]. (7) Given the product [NH2:1][C:4]1[CH:5]=[C:6]([CH:23]=[CH:24][CH:25]=1)[O:7][C:8]1[CH:9]=[CH:10][C:11]2[N:12]([CH:14]=[C:15]([NH:17][C:18]([CH:20]3[CH2:22][CH2:21]3)=[O:19])[N:16]=2)[CH:13]=1, predict the reactants needed to synthesize it. The reactants are: [N+:1]([C:4]1[CH:5]=[C:6]([CH:23]=[CH:24][CH:25]=1)[O:7][C:8]1[CH:9]=[CH:10][C:11]2[N:12]([CH:14]=[C:15]([NH:17][C:18]([CH:20]3[CH2:22][CH2:21]3)=[O:19])[N:16]=2)[CH:13]=1)([O-])=O.[Cl-].[NH4+]. (8) Given the product [F:37][C:36]([F:39])([F:38])[C:28]1[CH:27]=[C:26]([C@H:24]([O:23][C@H:12]2[CH2:11][N:10]3[C@@H:14]([CH2:15][C:7]([CH:45]4[CH2:44][C:43](=[O:48])[O:47][CH2:46]4)=[CH:8][C:9]3=[O:40])[C@@H:13]2[C:16]2[CH:17]=[CH:18][C:19]([F:22])=[CH:20][CH:21]=2)[CH3:25])[CH:31]=[C:30]([C:32]([F:35])([F:34])[F:33])[CH:29]=1, predict the reactants needed to synthesize it. The reactants are: FC(F)(F)S(O[C:7]1[CH2:15][C@@H:14]2[N:10]([CH2:11][C@H:12]([O:23][C@@H:24]([C:26]3[CH:31]=[C:30]([C:32]([F:35])([F:34])[F:33])[CH:29]=[C:28]([C:36]([F:39])([F:38])[F:37])[CH:27]=3)[CH3:25])[C@H:13]2[C:16]2[CH:21]=[CH:20][C:19]([F:22])=[CH:18][CH:17]=2)[C:9](=[O:40])[CH:8]=1)(=O)=O.[CH2:43]([OH:48])/[CH:44]=[CH:45]\[CH2:46][OH:47].C([O-])(O)=O.[Na+].CCOC(C)=O. (9) Given the product [CH3:19][O:18][CH:16]([C:15]1[N:11]([C:9]2[CH:10]=[C:5]([C:3]([OH:4])=[O:2])[CH:6]=[C:7]([C:20]3[CH:25]=[CH:24][C:23]([CH3:26])=[CH:22][CH:21]=3)[CH:8]=2)[N:12]=[CH:13][N:14]=1)[CH3:17], predict the reactants needed to synthesize it. The reactants are: C[O:2][C:3]([C:5]1[CH:6]=[C:7]([C:20]2[CH:25]=[CH:24][C:23]([CH3:26])=[CH:22][CH:21]=2)[CH:8]=[C:9]([N:11]2[C:15]([CH:16]([O:18][CH3:19])[CH3:17])=[N:14][CH:13]=[N:12]2)[CH:10]=1)=[O:4].[Li+].[OH-]. (10) Given the product [CH3:30][S:27]([C:24]1[N:23]=[CH:22][C:21]([O:20][C:16]2[CH:17]=[C:18]3[C:13](=[CH:14][CH:15]=2)[NH:12][C:11]([C:9]2[S:10][CH:6]([CH2:5][C:4]([OH:31])=[O:3])[CH2:7][N:8]=2)=[CH:19]3)=[CH:26][CH:25]=1)(=[O:28])=[O:29], predict the reactants needed to synthesize it. The reactants are: C([O:3][C:4](=[O:31])[CH2:5][CH:6]1[S:10][C:9]([C:11]2[NH:12][C:13]3[C:18]([CH:19]=2)=[CH:17][C:16]([O:20][C:21]2[CH:22]=[N:23][C:24]([S:27]([CH3:30])(=[O:29])=[O:28])=[CH:25][CH:26]=2)=[CH:15][CH:14]=3)=[N:8][CH2:7]1)C.[OH-].[Na+].